Dataset: Forward reaction prediction with 1.9M reactions from USPTO patents (1976-2016). Task: Predict the product of the given reaction. (1) Given the reactants [Br:1][C:2]1[N:7]=[C:6]([O:8][CH3:9])[C:5]([CH:10]=[CH:11][C:12]([O:14][C:15]([CH3:18])([CH3:17])[CH3:16])=[O:13])=[CH:4][CH:3]=1.[H][H], predict the reaction product. The product is: [Br:1][C:2]1[N:7]=[C:6]([O:8][CH3:9])[C:5]([CH2:10][CH2:11][C:12]([O:14][C:15]([CH3:18])([CH3:17])[CH3:16])=[O:13])=[CH:4][CH:3]=1. (2) Given the reactants C[O-].[Na+].Cl.[NH2:5]O.[F:7][C:8]1[CH:13]=[C:12]([F:14])[CH:11]=[CH:10][C:9]=1[N:15]1[C:23]2[CH:22]3[CH2:24][CH:19]([CH2:20][CH2:21]3)[C:18]=2[C:17]([C:25](=[N:28][C:29](=[O:34])[C:30]([CH3:33])([CH3:32])[CH3:31])OC)=[N:16]1, predict the reaction product. The product is: [C:30]([C:29]1[O:34][N:5]=[C:25]([C:17]2[C:18]3[CH:19]4[CH2:24][CH:22]([C:23]=3[N:15]([C:9]3[CH:10]=[CH:11][C:12]([F:14])=[CH:13][C:8]=3[F:7])[N:16]=2)[CH2:21][CH2:20]4)[N:28]=1)([CH3:33])([CH3:31])[CH3:32]. (3) Given the reactants Br[C:2]1[CH:7]=[CH:6][CH:5]=[CH:4][N:3]=1.[Li]CCCC.[CH2:13]([Sn:17](Cl)([CH2:22][CH2:23][CH2:24][CH3:25])[CH2:18][CH2:19][CH2:20][CH3:21])[CH2:14][CH2:15][CH3:16].[Cl-].[NH4+], predict the reaction product. The product is: [CH2:22]([Sn:17]([CH2:13][CH2:14][CH2:15][CH3:16])([CH2:18][CH2:19][CH2:20][CH3:21])[C:2]1[CH:7]=[CH:6][CH:5]=[CH:4][N:3]=1)[CH2:23][CH2:24][CH3:25].